From a dataset of Full USPTO retrosynthesis dataset with 1.9M reactions from patents (1976-2016). Predict the reactants needed to synthesize the given product. (1) Given the product [CH2:26]([O:25][C:18]1[CH:17]=[C:16]([CH2:15][CH:9]([NH:8][C:6](=[O:7])[O:5][C:1]([CH3:2])([CH3:4])[CH3:3])[CH2:10][OH:11])[CH:21]=[CH:20][C:19]=1[O:22][CH2:23][CH3:24])[CH3:27], predict the reactants needed to synthesize it. The reactants are: [C:1]([O:5][C:6]([NH:8][CH:9]([CH2:15][C:16]1[CH:21]=[CH:20][C:19]([O:22][CH2:23][CH3:24])=[C:18]([O:25][CH2:26][CH3:27])[CH:17]=1)[C:10](OCC)=[O:11])=[O:7])([CH3:4])([CH3:3])[CH3:2].[Li+].[BH4-]. (2) The reactants are: [C:1]([O:5][C:6]([N:8]([C:54]([O:56][C:57]([CH3:60])([CH3:59])[CH3:58])=[O:55])[C:9]1[C:18]2[C:13](=[CH:14][C:15]([NH:19][C@H:20]3[C:37](=[O:38])[N:36]([CH3:39])[CH2:35][C:34]4[CH:40]=[C:30]([CH:31]=[CH:32][C:33]=4[C@@H:41]([CH2:46][CH3:47])[C:42]([O:44]C)=[O:43])[NH:29][C:28](=[O:48])[O:27][CH2:26][C@H:25]([CH3:49])[C:24]4[CH:50]=[CH:51][C:21]3=[CH:22][C:23]=4[CH3:52])=[CH:16][CH:17]=2)[C:12]([F:53])=[CH:11][N:10]=1)=[O:7])([CH3:4])([CH3:3])[CH3:2].[Li+].[OH-]. Given the product [C:1]([O:5][C:6]([N:8]([C:54]([O:56][C:57]([CH3:59])([CH3:58])[CH3:60])=[O:55])[C:9]1[C:18]2[C:13](=[CH:14][C:15]([NH:19][C@H:20]3[C:37](=[O:38])[N:36]([CH3:39])[CH2:35][C:34]4[CH:40]=[C:30]([CH:31]=[CH:32][C:33]=4[C@@H:41]([CH2:46][CH3:47])[C:42]([OH:44])=[O:43])[NH:29][C:28](=[O:48])[O:27][CH2:26][C@H:25]([CH3:49])[C:24]4[CH:50]=[CH:51][C:21]3=[CH:22][C:23]=4[CH3:52])=[CH:16][CH:17]=2)[C:12]([F:53])=[CH:11][N:10]=1)=[O:7])([CH3:2])([CH3:3])[CH3:4], predict the reactants needed to synthesize it.